This data is from NCI-60 drug combinations with 297,098 pairs across 59 cell lines. The task is: Regression. Given two drug SMILES strings and cell line genomic features, predict the synergy score measuring deviation from expected non-interaction effect. (1) Drug 1: C1=C(C(=O)NC(=O)N1)F. Drug 2: CC(C)NC(=O)C1=CC=C(C=C1)CNNC.Cl. Cell line: 786-0. Synergy scores: CSS=17.0, Synergy_ZIP=-3.02, Synergy_Bliss=-7.60, Synergy_Loewe=-15.3, Synergy_HSA=-8.35. (2) Drug 1: C1=CC(=CC=C1C#N)C(C2=CC=C(C=C2)C#N)N3C=NC=N3. Drug 2: CC12CCC3C(C1CCC2OP(=O)(O)O)CCC4=C3C=CC(=C4)OC(=O)N(CCCl)CCCl.[Na+]. Cell line: MDA-MB-435. Synergy scores: CSS=4.27, Synergy_ZIP=0.347, Synergy_Bliss=3.83, Synergy_Loewe=0.689, Synergy_HSA=0.420. (3) Drug 1: CC1C(C(CC(O1)OC2CC(CC3=C2C(=C4C(=C3O)C(=O)C5=C(C4=O)C(=CC=C5)OC)O)(C(=O)C)O)N)O.Cl. Drug 2: C1CN(P(=O)(OC1)NCCCl)CCCl. Cell line: MDA-MB-435. Synergy scores: CSS=8.81, Synergy_ZIP=-0.832, Synergy_Bliss=4.05, Synergy_Loewe=-6.17, Synergy_HSA=0.868. (4) Drug 1: CS(=O)(=O)OCCCCOS(=O)(=O)C. Drug 2: C1CC(=O)NC(=O)C1N2C(=O)C3=CC=CC=C3C2=O. Cell line: UACC-257. Synergy scores: CSS=-1.17, Synergy_ZIP=0.708, Synergy_Bliss=-1.24, Synergy_Loewe=-2.81, Synergy_HSA=-2.85. (5) Drug 1: CN(C)C1=NC(=NC(=N1)N(C)C)N(C)C. Drug 2: CS(=O)(=O)CCNCC1=CC=C(O1)C2=CC3=C(C=C2)N=CN=C3NC4=CC(=C(C=C4)OCC5=CC(=CC=C5)F)Cl. Cell line: CCRF-CEM. Synergy scores: CSS=-3.62, Synergy_ZIP=3.03, Synergy_Bliss=3.09, Synergy_Loewe=-3.78, Synergy_HSA=-2.17. (6) Drug 1: C1CCN(CC1)CCOC2=CC=C(C=C2)C(=O)C3=C(SC4=C3C=CC(=C4)O)C5=CC=C(C=C5)O. Drug 2: CN(CC1=CN=C2C(=N1)C(=NC(=N2)N)N)C3=CC=C(C=C3)C(=O)NC(CCC(=O)O)C(=O)O. Cell line: HT29. Synergy scores: CSS=27.8, Synergy_ZIP=4.31, Synergy_Bliss=4.47, Synergy_Loewe=-12.9, Synergy_HSA=-1.26.